From a dataset of Full USPTO retrosynthesis dataset with 1.9M reactions from patents (1976-2016). Predict the reactants needed to synthesize the given product. (1) The reactants are: [NH2:1][C:2]1[C:7]([N+:8]([O-])=O)=[CH:6][C:5]([C:11]2[CH:16]=[CH:15][CH:14]=[CH:13][CH:12]=2)=[CH:4][C:3]=1[CH3:17]. Given the product [NH2:8][C:7]1[CH:6]=[C:5]([C:11]2[CH:12]=[CH:13][CH:14]=[CH:15][CH:16]=2)[CH:4]=[C:3]([CH3:17])[C:2]=1[NH2:1], predict the reactants needed to synthesize it. (2) Given the product [NH:22]1[CH2:23][CH2:24][CH:25]([C:28]2[C:37]3[C:32](=[CH:33][C:34]([O:8][CH2:7][CH:4]4[CH2:5][CH2:6][O:1][CH2:2][CH2:3]4)=[CH:35][CH:36]=3)[N:31]=[CH:30][N:29]=2)[CH2:26][CH2:27]1, predict the reactants needed to synthesize it. The reactants are: [O:1]1[CH2:6][CH2:5][CH:4]([CH2:7][OH:8])[CH2:3][CH2:2]1.CC([O-])(C)C.[K+].C(OC([N:22]1[CH2:27][CH2:26][CH:25]([C:28]2[C:37]3[C:32](=[CH:33][C:34](F)=[CH:35][CH:36]=3)[N:31]=[CH:30][N:29]=2)[CH2:24][CH2:23]1)=O)(C)(C)C. (3) Given the product [Cl:58][C:54]1[CH:53]=[C:52]([CH2:51][CH2:50][CH2:49][N:37]2[C:36](=[O:59])[C:35]([CH2:32][OH:33])=[CH:40][C:39]([C:41]3[CH:46]=[CH:45][C:44]([F:47])=[C:43]([CH3:48])[CH:42]=3)=[N:38]2)[CH:57]=[CH:56][CH:55]=1, predict the reactants needed to synthesize it. The reactants are: FC1C=C(F)C=CC=1C1C=C(CN2C(=O)C3=CC=CC=C3C2=O)C(=O)N(CC(C)C)N=1.[C:32]([C:35]1[C:36](=[O:59])[N:37]([CH2:49][CH2:50][CH2:51][C:52]2[CH:57]=[CH:56][CH:55]=[C:54]([Cl:58])[CH:53]=2)[N:38]=[C:39]([C:41]2[CH:46]=[CH:45][C:44]([F:47])=[C:43]([CH3:48])[CH:42]=2)[CH:40]=1)(O)=[O:33]. (4) Given the product [NH2:1][C:2]1[CH:14]=[CH:13][C:12]([C:15]2[CH:16]=[N:17][N:18]([CH2:20][CH2:21][CH2:22][OH:23])[CH:19]=2)=[CH:11][C:3]=1[C:4]([NH:6][O:28][CH3:27])=[O:5], predict the reactants needed to synthesize it. The reactants are: [NH2:1][C:2]1[CH:14]=[CH:13][C:12]([C:15]2[CH:16]=[N:17][N:18]([CH2:20][CH2:21][CH2:22][OH:23])[CH:19]=2)=[CH:11][C:3]=1[C:4]([N:6](CC)CC)=[O:5].NC1C=CC(Br)=CC=1[C:27](NOC)=[O:28]. (5) Given the product [CH:1]1([O:6]/[N:7]=[C:8](\[C:12]2[CH:17]=[CH:16][C:15]([Cl:18])=[C:14]([Cl:19])[CH:13]=2)/[C:9]([NH:35][C:32]2[CH:33]=[CH:34][N:30]([CH3:29])[N:31]=2)=[O:11])[CH2:2][CH2:3][CH2:4][CH2:5]1, predict the reactants needed to synthesize it. The reactants are: [CH:1]1([O:6]/[N:7]=[C:8](\[C:12]2[CH:17]=[CH:16][C:15]([Cl:18])=[C:14]([Cl:19])[CH:13]=2)/[C:9]([OH:11])=O)[CH2:5][CH2:4][CH2:3][CH2:2]1.C(N(CC)C(C)C)(C)C.[CH3:29][N:30]1[CH:34]=[CH:33][C:32]([NH2:35])=[N:31]1. (6) Given the product [C:1]([O:5][C@@H:6]([C:11]1[C:40]([CH3:41])=[CH:39][C:38]2=[N:42][C:35]3=[C:36]([Cl:56])[N:37]2[C:12]=1[N:13]1[CH2:47][CH2:46][C:16]([CH3:48])([O:17][CH2:18][CH2:19][CH2:20][CH2:21][C@H:22]([CH3:45])[O:23][C:24]2[CH:25]=[CH:26][C:27]([CH3:44])=[CH:28][C:29]=2[C:30]2[CH:43]=[C:34]3[CH:33]=[CH:32][CH:31]=2)[CH2:15][CH2:14]1)[C:7]([OH:9])=[O:8])([CH3:4])([CH3:3])[CH3:2], predict the reactants needed to synthesize it. The reactants are: [C:1]([O:5][C@@H:6]([C:11]1[C:40]([CH3:41])=[CH:39][C:38]2=[N:42][C:35]3=[CH:36][N:37]2[C:12]=1[N:13]1[CH2:47][CH2:46][C:16]([CH3:48])([O:17][CH2:18][CH2:19][CH2:20][CH2:21][C@H:22]([CH3:45])[O:23][C:24]2[CH:25]=[CH:26][C:27]([CH3:44])=[CH:28][C:29]=2[C:30]2[CH:43]=[C:34]3[CH:33]=[CH:32][CH:31]=2)[CH2:15][CH2:14]1)[C:7]([O:9]C)=[O:8])([CH3:4])([CH3:3])[CH3:2].C1C(=O)N([Cl:56])C(=O)C1.O.O[Li].O. (7) Given the product [C:1]([C:5]1[CH:24]=[C:23]([F:25])[CH:22]=[CH:21][C:6]=1[O:7][CH:8]1[CH2:9][CH2:10][N:11]([C:14]([C:16]2[N:20]=[CH:19][N:18]([S:27]([CH3:26])(=[O:29])=[O:28])[N:17]=2)=[O:15])[CH2:12][CH2:13]1)([CH3:4])([CH3:2])[CH3:3], predict the reactants needed to synthesize it. The reactants are: [C:1]([C:5]1[CH:24]=[C:23]([F:25])[CH:22]=[CH:21][C:6]=1[O:7][CH:8]1[CH2:13][CH2:12][N:11]([C:14]([C:16]2[N:20]=[CH:19][NH:18][N:17]=2)=[O:15])[CH2:10][CH2:9]1)([CH3:4])([CH3:3])[CH3:2].[CH3:26][S:27](Cl)(=[O:29])=[O:28].